Task: Predict which catalyst facilitates the given reaction.. Dataset: Catalyst prediction with 721,799 reactions and 888 catalyst types from USPTO (1) Reactant: [N:1]1[CH:2]=[CH:3][N:4]2[C:9]=1[CH:8]=[CH:7][C:6]([C:10]1[CH:11]=[C:12]([C:17]([F:20])([F:19])[F:18])[C:13]([NH2:16])=[N:14][CH:15]=1)=[N:5]2.[Br:21]N1C(=O)CCC1=O. Product: [Br:21][C:3]1[N:4]2[N:5]=[C:6]([C:10]3[CH:11]=[C:12]([C:17]([F:18])([F:20])[F:19])[C:13]([NH2:16])=[N:14][CH:15]=3)[CH:7]=[CH:8][C:9]2=[N:1][CH:2]=1. The catalyst class is: 23. (2) Reactant: [NH:1]1[CH:5]=[C:4]([B:6]2[O:14][C:11]([CH3:13])([CH3:12])[C:8]([CH3:10])([CH3:9])[O:7]2)[CH:3]=[N:2]1.C[Si]([N-][Si](C)(C)C)(C)C.[Na+].Cl[CH2:26][CH:27]([OH:31])[CH2:28][O:29][CH3:30].C(N(CC)CC)C. Product: [CH3:30][O:29][CH2:28][CH:27]([OH:31])[CH2:26][N:2]1[CH:3]=[C:4]([B:6]2[O:7][C:8]([CH3:9])([CH3:10])[C:11]([CH3:13])([CH3:12])[O:14]2)[CH:5]=[N:1]1. The catalyst class is: 387.